Task: Predict the reaction yield, written as a fraction of the theoretical maximum amount of product (1.0 means a 100% yield; for example, 0.34 means a 34% yield).. Dataset: Reaction yield outcomes from USPTO patents with 853,638 reactions The reactants are [NH2:1][C:2]1[N:6]([CH3:7])[C:5](=[O:8])[C:4]([C:21]2[CH:26]=[CH:25][CH:24]=[C:23](Br)[CH:22]=2)([C:9]2[CH:18]=[CH:17][C:16]3[CH2:15][CH:14]([O:19][CH3:20])[CH2:13][CH2:12][C:11]=3[CH:10]=2)[N:3]=1.[CH3:28][S:29]([O:32][C:33]1[CH:38]=[C:37](B2OC(C)(C)C(C)(C)O2)[CH:36]=[C:35]([O:48][CH3:49])[CH:34]=1)(=[O:31])=[O:30].C(=O)([O-])[O-].[K+].[K+]. The catalyst is O1CCCC1. The product is [CH3:28][S:29]([O:32][C:33]1[CH:38]=[C:37]([C:23]2[CH:24]=[CH:25][CH:26]=[C:21]([C:4]3([C:9]4[CH:18]=[CH:17][C:16]5[CH2:15][CH:14]([O:19][CH3:20])[CH2:13][CH2:12][C:11]=5[CH:10]=4)[C:5](=[O:8])[N:6]([CH3:7])[C:2]([NH2:1])=[N:3]3)[CH:22]=2)[CH:36]=[C:35]([O:48][CH3:49])[CH:34]=1)(=[O:31])=[O:30]. The yield is 0.220.